Dataset: Catalyst prediction with 721,799 reactions and 888 catalyst types from USPTO. Task: Predict which catalyst facilitates the given reaction. (1) Reactant: [F:1][C:2]([F:22])([F:21])[C:3]([C:9]1[CH:14]=[CH:13][C:12]([N:15]2[CH2:20][CH2:19][NH:18][CH2:17][CH2:16]2)=[CH:11][CH:10]=1)([OH:8])[C:4]([F:7])([F:6])[F:5].C(N(CC)CC)C.[S:30]1[CH:34]=[CH:33][C:32]([S:35](Cl)(=[O:37])=[O:36])=[CH:31]1. Product: [F:22][C:2]([F:1])([F:21])[C:3]([C:9]1[CH:10]=[CH:11][C:12]([N:15]2[CH2:20][CH2:19][N:18]([S:35]([C:32]3[CH:33]=[CH:34][S:30][CH:31]=3)(=[O:37])=[O:36])[CH2:17][CH2:16]2)=[CH:13][CH:14]=1)([OH:8])[C:4]([F:7])([F:6])[F:5]. The catalyst class is: 26. (2) Reactant: CON(C)[C:4](=[O:12])[C:5]1[C:6](=[CH:8][CH:9]=[CH:10][CH:11]=1)[NH2:7].[C:14]1(Br)[C:23]2[C:18](=[CH:19][CH:20]=[CH:21][CH:22]=2)[CH:17]=[CH:16][CH:15]=1.[CH3:25][CH2:26][CH2:27][CH2:28][CH2:29][CH3:30].C([Li])CCC.Cl. Product: [C:14]1([C:27]2([C:4](=[O:12])[C:5]3[CH:11]=[CH:10][CH:9]=[CH:8][C:6]=3[NH2:7])[CH:26]=[CH:25][CH:30]=[CH:29][CH2:28]2)[C:23]2[C:18](=[CH:19][CH:20]=[CH:21][CH:22]=2)[CH:17]=[CH:16][CH:15]=1. The catalyst class is: 1. (3) Reactant: [CH3:1][O:2][C:3]1[CH:4]=[C:5]([S:11]([N:14]2[CH2:18][CH2:17][CH:16]([CH2:19][CH2:20][CH2:21][NH2:22])[CH2:15]2)(=[O:13])=[O:12])[CH:6]=[CH:7][C:8]=1[O:9][CH3:10].[F:23][C:24]1[CH:35]=[CH:34][C:27]([CH2:28][O:29][CH2:30][C:31](Cl)=[O:32])=[CH:26][CH:25]=1.CCOC(C)=O.C([O-])(O)=O.[Na+]. Product: [CH3:1][O:2][C:3]1[CH:4]=[C:5]([S:11]([N:14]2[CH2:18][CH2:17][CH:16]([CH2:19][CH2:20][CH2:21][NH:22][C:31](=[O:32])[CH2:30][O:29][CH2:28][C:27]3[CH:34]=[CH:35][C:24]([F:23])=[CH:25][CH:26]=3)[CH2:15]2)(=[O:12])=[O:13])[CH:6]=[CH:7][C:8]=1[O:9][CH3:10]. The catalyst class is: 116. (4) Reactant: Br[C:2]1[CH:10]=[C:9]([C:11]([F:14])([F:13])[F:12])[CH:8]=[C:7]2[C:3]=1[CH2:4][CH2:5][N:6]2[C:15](=[O:19])[CH:16]([CH3:18])[CH3:17].CC1(C)C(C)(C)OB([C:28]2[O:32][C:31]([Si](C(C)C)(C(C)C)C(C)C)=[N:30][CH:29]=2)O1.C(=O)([O-])[O-].[K+].[K+].COCCOC. Product: [CH3:17][CH:16]([CH3:18])[C:15]([N:6]1[C:7]2[C:3](=[C:2]([C:28]3[O:32][CH:31]=[N:30][CH:29]=3)[CH:10]=[C:9]([C:11]([F:14])([F:13])[F:12])[CH:8]=2)[CH2:4][CH2:5]1)=[O:19]. The catalyst class is: 103. (5) Reactant: [O:1]1[CH:5]=[CH:4][C:3]([C:6]([OH:8])=O)=[CH:2]1.CN(C(ON1N=NC2C=CC=CC1=2)=[N+](C)C)C.F[P-](F)(F)(F)(F)F.C(N(CC)CC)C.[CH:40]12[CH2:47][NH:46][CH2:45][CH:44]1[CH2:43][CH2:42][N:41]2[C:48]([O:50][C:51]([CH3:54])([CH3:53])[CH3:52])=[O:49]. Product: [O:1]1[CH:5]=[CH:4][C:3]([C:6]([N:46]2[CH2:47][CH:40]3[CH:44]([CH2:43][CH2:42][N:41]3[C:48]([O:50][C:51]([CH3:54])([CH3:53])[CH3:52])=[O:49])[CH2:45]2)=[O:8])=[CH:2]1. The catalyst class is: 1. (6) Reactant: [Cl:1][C:2]1[CH:7]=[CH:6][C:5]([C:8]2([NH:11][C:12]3[N:17]=[C:16]([O:18][CH2:19][C:20]([F:23])([F:22])[F:21])[N:15]=[C:14]([NH:24][C:25]4[CH:37]=[CH:36][C:28]([C:29]([O:31]C(C)(C)C)=[O:30])=[CH:27][CH:26]=4)[N:13]=3)[CH2:10][CH2:9]2)=[CH:4][CH:3]=1.Cl. Product: [Cl:1][C:2]1[CH:3]=[CH:4][C:5]([C:8]2([NH:11][C:12]3[N:17]=[C:16]([O:18][CH2:19][C:20]([F:23])([F:21])[F:22])[N:15]=[C:14]([NH:24][C:25]4[CH:26]=[CH:27][C:28]([C:29]([OH:31])=[O:30])=[CH:36][CH:37]=4)[N:13]=3)[CH2:10][CH2:9]2)=[CH:6][CH:7]=1. The catalyst class is: 12.